Dataset: Forward reaction prediction with 1.9M reactions from USPTO patents (1976-2016). Task: Predict the product of the given reaction. (1) Given the reactants [CH2:1]([NH:3][C:4](=[O:28])[NH:5][C:6]1[N:11]=[CH:10][C:9](B(O)O)=[C:8]([C:15]2[S:16][CH:17]=[C:18]([C:20]3[CH:25]=[CH:24][CH:23]=[C:22]([O:26][CH3:27])[N:21]=3)[N:19]=2)[CH:7]=1)[CH3:2].Cl[C:30]1[N:35]=[C:34]([C:36]([OH:38])=[O:37])[CH:33]=[N:32][CH:31]=1.C(=O)([O-])[O-].[Cs+].[Cs+].P.C1(C2C(C3C=CC=CC=3)=C(C(C)C)C(C(C)C)=C(C(C)C)C=2C2CCCCC2)CCCCC1, predict the reaction product. The product is: [CH2:1]([NH:3][C:4](=[O:28])[NH:5][C:6]1[N:11]=[CH:10][C:9]([C:30]2[N:35]=[C:34]([C:36]([OH:38])=[O:37])[CH:33]=[N:32][CH:31]=2)=[C:8]([C:15]2[S:16][CH:17]=[C:18]([C:20]3[CH:25]=[CH:24][CH:23]=[C:22]([O:26][CH3:27])[N:21]=3)[N:19]=2)[CH:7]=1)[CH3:2]. (2) Given the reactants [CH3:1][C@@H:2]1[O:7][C@H:6]([CH3:8])[CH2:5][N:4]([C:9]2[C:14]([CH:15]=[O:16])=[CH:13][C:12](B3OC(C)(C)C(C)(C)O3)=[CH:11][N:10]=2)[CH2:3]1.Br[C:27]1[S:28][CH:29]=[CH:30][N:31]=1, predict the reaction product. The product is: [CH3:8][C@H:6]1[O:7][C@@H:2]([CH3:1])[CH2:3][N:4]([C:9]2[C:14]([CH:15]=[O:16])=[CH:13][C:12]([C:27]3[S:28][CH:29]=[CH:30][N:31]=3)=[CH:11][N:10]=2)[CH2:5]1. (3) Given the reactants [CH2:1]([C@@H:8]([CH2:12][CH2:13][C@H:14]([CH2:32][C:33]1[CH:38]=[CH:37][CH:36]=[CH:35][CH:34]=1)[C:15](=[O:31])[NH:16][C@@H:17]1[CH2:23][CH2:22][CH2:21][CH2:20][N:19]([C:24]2[CH:29]=[CH:28][CH:27]=[CH:26][CH:25]=2)[C:18]1=[O:30])[C:9]([OH:11])=O)[C:2]1[CH:7]=[CH:6][CH:5]=[CH:4][CH:3]=1.[NH2:39][C@H:40]1[CH2:46][CH2:45][S:44][C@H:43]2[CH2:47][CH2:48][CH2:49][C@@H:50]([C:51]#[N:52])[N:42]2[C:41]1=[O:53], predict the reaction product. The product is: [CH2:1]([C@@H:8]([CH2:12][CH2:13][C@H:14]([CH2:32][C:33]1[CH:34]=[CH:35][CH:36]=[CH:37][CH:38]=1)[C:15]([NH:16][C@H:17]1[CH2:23][CH2:22][CH2:21][CH2:20][N:19]([C:24]2[CH:25]=[CH:26][CH:27]=[CH:28][CH:29]=2)[C:18]1=[O:30])=[O:31])[C:9]([NH:39][C@H:40]1[CH2:46][CH2:45][S:44][C@H:43]2[CH2:47][CH2:48][CH2:49][C@@H:50]([C:51]#[N:52])[N:42]2[C:41]1=[O:53])=[O:11])[C:2]1[CH:7]=[CH:6][CH:5]=[CH:4][CH:3]=1.